From a dataset of Forward reaction prediction with 1.9M reactions from USPTO patents (1976-2016). Predict the product of the given reaction. (1) Given the reactants [N:1]1[N:5]2[CH:6]=[CH:7][C:8]([CH2:10][CH2:11][OH:12])=[CH:9][C:4]2=[CH:3][CH:2]=1.[CH3:13][C:14](OC(C)=O)=[O:15].N1C=CC=CC=1, predict the reaction product. The product is: [C:14]([O:12][CH2:11][CH2:10][C:8]1[CH:7]=[CH:6][N:5]2[N:1]=[CH:2][CH:3]=[C:4]2[CH:9]=1)(=[O:15])[CH3:13]. (2) Given the reactants C([N:8]1[CH2:13][CH2:12][N:11]([C:14]([O:16][C:17]([CH3:20])([CH3:19])[CH3:18])=[O:15])[CH2:10][C@H:9]1[CH2:21]Br)C1C=CC=CC=1.[NH:23]1[CH:27]=[CH:26][N:25]=[CH:24]1.[H-].[Na+].C(=O)([O-])O.[Na+], predict the reaction product. The product is: [N:23]1([CH2:21][C@@H:9]2[NH:8][CH2:13][CH2:12][N:11]([C:14]([O:16][C:17]([CH3:18])([CH3:19])[CH3:20])=[O:15])[CH2:10]2)[CH:27]=[CH:26][N:25]=[CH:24]1. (3) Given the reactants [CH3:1][O:2][CH2:3][CH:4]1[CH2:9][CH2:8][CH:7]([C:10]#[N:11])[CH2:6][CH2:5]1.[H-].[Al+3].[Li+].[H-].[H-].[H-].[OH-].[Na+].O, predict the reaction product. The product is: [CH3:1][O:2][CH2:3][CH:4]1[CH2:9][CH2:8][CH:7]([CH2:10][NH2:11])[CH2:6][CH2:5]1. (4) Given the reactants [CH3:1][O:2][C:3]([C:5]1[N:6]([NH2:11])[CH:7]=[C:8]([Cl:10])[CH:9]=1)=[O:4].[F:12][C:13]1[CH:20]=[CH:19][C:16]([CH:17]=O)=[CH:15][CH:14]=1, predict the reaction product. The product is: [CH3:1][O:2][C:3]([C:5]1[N:6]([N:11]=[CH:17][C:16]2[CH:19]=[CH:20][C:13]([F:12])=[CH:14][CH:15]=2)[CH:7]=[C:8]([Cl:10])[CH:9]=1)=[O:4].